This data is from Peptide-MHC class I binding affinity with 185,985 pairs from IEDB/IMGT. The task is: Regression. Given a peptide amino acid sequence and an MHC pseudo amino acid sequence, predict their binding affinity value. This is MHC class I binding data. (1) The peptide sequence is AQKLATKPV. The MHC is HLA-B27:03 with pseudo-sequence HLA-B27:03. The binding affinity (normalized) is 0.0847. (2) The peptide sequence is DFGYATMAK. The MHC is HLA-B46:01 with pseudo-sequence HLA-B46:01. The binding affinity (normalized) is 0.0847.